The task is: Predict which catalyst facilitates the given reaction.. This data is from Catalyst prediction with 721,799 reactions and 888 catalyst types from USPTO. Product: [Br:1][C:2]1[CH:7]=[CH:6][C:5]2[C:8]([C:9]([F:10])([F:11])[F:12])=[N:13][O:15][C:4]=2[CH:3]=1. Reactant: [Br:1][C:2]1[CH:7]=[CH:6][C:5]([C:8](=[N:13]O)[C:9]([F:12])([F:11])[F:10])=[C:4]([OH:15])[CH:3]=1.C(OC(=O)C)(=O)C.C(N(CC)CC)C. The catalyst class is: 17.